This data is from Catalyst prediction with 721,799 reactions and 888 catalyst types from USPTO. The task is: Predict which catalyst facilitates the given reaction. (1) Reactant: [CH3:1][O:2][C:3](=[O:15])[C:4]1[CH:9]=[C:8](F)[CH:7]=[C:6]([NH2:11])[C:5]=1[N+:12]([O-:14])=[O:13].[CH2:16](N(CC)CC)C.[CH3:23][CH2:24][O-:25].[Na+]. Product: [CH2:1]([O:2][C:3](=[O:15])[C:4]1[CH:9]=[C:8]([O:25][CH2:24][CH3:23])[CH:7]=[C:6]([NH2:11])[C:5]=1[N+:12]([O-:14])=[O:13])[CH3:16]. The catalyst class is: 8. (2) Reactant: [CH3:1][O:2][C:3]1[CH:4]=[C:5]2[C:10](=[CH:11][C:12]=1[O:13][CH3:14])[N:9]=[CH:8][CH:7]=[C:6]2[O:15][C:16]1[CH:21]=[C:20]([CH3:22])[C:19]([CH3:23])=[CH:18][C:17]=1[C:24](=O)[CH3:25].Cl.[NH2:28][OH:29].C(N(CC)CC)C. Product: [CH3:1][O:2][C:3]1[CH:4]=[C:5]2[C:10](=[CH:11][C:12]=1[O:13][CH3:14])[N:9]=[CH:8][CH:7]=[C:6]2[O:15][C:16]1[CH:21]=[C:20]([CH3:22])[C:19]([CH3:23])=[CH:18][C:17]=1[C:24](=[N:28][OH:29])[CH3:25]. The catalyst class is: 8.